From a dataset of Forward reaction prediction with 1.9M reactions from USPTO patents (1976-2016). Predict the product of the given reaction. (1) The product is: [Cl:1][C:2]1[C:3]([CH2:9][OH:10])=[N:4][CH:5]=[C:6]([Cl:8])[CH:7]=1. Given the reactants [Cl:1][C:2]1[C:3]([C:9](OC)=[O:10])=[N:4][CH:5]=[C:6]([Cl:8])[CH:7]=1.[BH4-].[Na+], predict the reaction product. (2) Given the reactants [CH2:1]([N:3]([CH2:30][CH2:31][OH:32])[CH2:4][CH2:5][CH2:6][CH2:7][CH2:8][C@H:9]1[CH2:14][CH2:13][C@H:12]([N:15]([CH3:29])[S:16]([C:19]2[CH:24]=[CH:23][C:22]([C:25]([F:28])([F:27])[F:26])=[CH:21][CH:20]=2)(=[O:18])=[O:17])[CH2:11][CH2:10]1)[CH3:2].N1C=CN=C1.[CH3:38][C:39]([Si:42](Cl)([CH3:44])[CH3:43])([CH3:41])[CH3:40].C([O-])(O)=O.[Na+], predict the reaction product. The product is: [C:39]([Si:42]([CH3:44])([CH3:43])[O:32][CH2:31][CH2:30][N:3]([CH2:1][CH3:2])[CH2:4][CH2:5][CH2:6][CH2:7][CH2:8][C@H:9]1[CH2:14][CH2:13][C@H:12]([N:15]([CH3:29])[S:16]([C:19]2[CH:24]=[CH:23][C:22]([C:25]([F:28])([F:27])[F:26])=[CH:21][CH:20]=2)(=[O:17])=[O:18])[CH2:11][CH2:10]1)([CH3:41])([CH3:40])[CH3:38].